Dataset: Peptide-MHC class I binding affinity with 185,985 pairs from IEDB/IMGT. Task: Regression. Given a peptide amino acid sequence and an MHC pseudo amino acid sequence, predict their binding affinity value. This is MHC class I binding data. (1) The peptide sequence is FDYPFFRKL. The binding affinity (normalized) is 0.271. The MHC is H-2-Kb with pseudo-sequence H-2-Kb. (2) The peptide sequence is PEANMDQESF. The MHC is HLA-B40:02 with pseudo-sequence HLA-B40:02. The binding affinity (normalized) is 0.148. (3) The peptide sequence is QTVEMSPFY. The MHC is HLA-A30:02 with pseudo-sequence HLA-A30:02. The binding affinity (normalized) is 0.613.